Dataset: Forward reaction prediction with 1.9M reactions from USPTO patents (1976-2016). Task: Predict the product of the given reaction. (1) Given the reactants C([NH:8][CH:9]1[CH2:14][CH2:13][C:12](=O)[CH2:11][CH2:10]1)(OC(C)(C)C)=O.C(O[BH-](OC(=O)C)OC(=O)C)(=O)C.[Na+].C(O)(=O)C.[NH:34]1[CH2:39][CH2:38][O:37][CH2:36][CH2:35]1, predict the reaction product. The product is: [N:34]1([CH:12]2[CH2:13][CH2:14][CH:9]([NH2:8])[CH2:10][CH2:11]2)[CH2:39][CH2:38][O:37][CH2:36][CH2:35]1. (2) Given the reactants [OH:1][CH2:2][CH:3]([CH2:5][OH:6])[OH:4].C([OH:9])C.[CH2:10]([OH:14])[CH2:11][CH2:12][CH3:13], predict the reaction product. The product is: [CH2:5]([OH:6])[CH2:3][CH2:2][OH:1].[C:10]([OH:9])(=[O:14])[CH2:11][CH2:12][CH3:13].[C:10]([OH:1])(=[O:14])[CH2:11][CH2:12][CH3:13].[C:5]([OH:6])(=[O:9])[CH:3]([CH3:2])[OH:4].[C:5]([OH:6])(=[O:9])[CH:3]([CH3:2])[OH:4]. (3) Given the reactants [N:1]1[CH:6]=[CH:5][CH:4]=[C:3]([CH2:7][C:8]2[CH:9]=[N:10][CH:11]=[CH:12][CH:13]=2)[CH:2]=1.[Li+].CC([N-]C(C)C)C.Cl[CH:23]([C:32]1[CH:37]=[CH:36][N:35]=[C:34]([S:38][CH3:39])[N:33]=1)[C:24]1[CH:25]=[C:26]([CH:29]=[CH:30][CH:31]=1)[C:27]#[N:28], predict the reaction product. The product is: [CH3:39][S:38][C:34]1[N:33]=[C:32]([CH:23]([C:24]2[CH:25]=[C:26]([CH:29]=[CH:30][CH:31]=2)[C:27]#[N:28])[CH:7]([C:8]2[CH:9]=[N:10][CH:11]=[CH:12][CH:13]=2)[C:3]2[CH:2]=[N:1][CH:6]=[CH:5][CH:4]=2)[CH:37]=[CH:36][N:35]=1.